Dataset: Peptide-MHC class II binding affinity with 134,281 pairs from IEDB. Task: Regression. Given a peptide amino acid sequence and an MHC pseudo amino acid sequence, predict their binding affinity value. This is MHC class II binding data. (1) The peptide sequence is PCKGDSVTIKLDGNL. The MHC is DRB1_1302 with pseudo-sequence DRB1_1302. The binding affinity (normalized) is 0.223. (2) The peptide sequence is EKKYFAATQFEPLAD. The MHC is HLA-DPA10201-DPB11401 with pseudo-sequence HLA-DPA10201-DPB11401. The binding affinity (normalized) is 0.795.